From a dataset of Full USPTO retrosynthesis dataset with 1.9M reactions from patents (1976-2016). Predict the reactants needed to synthesize the given product. (1) The reactants are: [NH2:1][C:2]1[N:3]=[CH:4][C:5]([C:21]2[CH:31]=[CH:30][C:24]([C:25]([N:27]([CH3:29])[CH3:28])=[O:26])=[CH:23][CH:22]=2)=[N:6][C:7]=1[C:8]1[O:9][C:10]([C:13]2[CH:18]=[CH:17][C:16]([CH2:19]Br)=[CH:15][CH:14]=2)=[N:11][N:12]=1.[C:32]([O-:35])(=[O:34])[CH3:33].[K+].Cl. Given the product [C:32]([O:35][CH2:19][C:16]1[CH:17]=[CH:18][C:13]([C:10]2[O:9][C:8]([C:7]3[C:2]([NH2:1])=[N:3][CH:4]=[C:5]([C:21]4[CH:22]=[CH:23][C:24]([C:25](=[O:26])[N:27]([CH3:29])[CH3:28])=[CH:30][CH:31]=4)[N:6]=3)=[N:12][N:11]=2)=[CH:14][CH:15]=1)(=[O:34])[CH3:33], predict the reactants needed to synthesize it. (2) The reactants are: [CH:1]([N:14]1[C:22]2[C:17](=[CH:18][C:19]([Cl:23])=[CH:20][CH:21]=2)[CH:16]=[C:15]1[CH2:24][CH2:25][NH:26][S:27]([CH2:30][C:31]1[CH:36]=[CH:35][C:34]([Cl:37])=[C:33]([Cl:38])[CH:32]=1)(=[O:29])=[O:28])([C:8]1[CH:13]=[CH:12][CH:11]=[CH:10][CH:9]=1)[C:2]1[CH:7]=[CH:6][CH:5]=[CH:4][CH:3]=1.C([SiH](CC)CC)C.[CH2:46]([O:48][C:49](=[O:60])[C:50]1[CH:55]=[CH:54][C:53]([CH2:56][CH2:57][CH:58]=O)=[CH:52][CH:51]=1)[CH3:47].FC(F)(F)C(O)=O.C([O-])(O)=O.[Na+]. Given the product [CH:1]([N:14]1[C:22]2[C:17](=[CH:18][C:19]([Cl:23])=[CH:20][CH:21]=2)[C:16]([CH2:58][CH2:57][CH2:56][C:53]2[CH:54]=[CH:55][C:50]([C:49]([O:48][CH2:46][CH3:47])=[O:60])=[CH:51][CH:52]=2)=[C:15]1[CH2:24][CH2:25][NH:26][S:27]([CH2:30][C:31]1[CH:36]=[CH:35][C:34]([Cl:37])=[C:33]([Cl:38])[CH:32]=1)(=[O:28])=[O:29])([C:2]1[CH:7]=[CH:6][CH:5]=[CH:4][CH:3]=1)[C:8]1[CH:9]=[CH:10][CH:11]=[CH:12][CH:13]=1, predict the reactants needed to synthesize it. (3) Given the product [Cl:1][C:2]1[CH:3]=[C:4]([CH:26]=[CH:27][C:28]=1[F:29])[CH2:5][C:6]1[S:7][C:8]2[C:14]([C:15]3[CH:16]=[C:17]([CH:23]=[CH:24][CH:25]=3)[C:18]([OH:20])=[O:19])=[CH:13][CH:12]=[CH:11][C:9]=2[CH:10]=1.[Cl:30][C:31]1[CH:32]=[C:33]([CH:53]=[CH:54][C:55]=1[F:56])[CH2:34][C:35]1[S:36][C:37]2[C:43]([C:44]3[CH:45]=[C:46]([CH:50]=[CH:51][CH:52]=3)[C:47]([NH:61][CH2:60][CH2:59][C:58]#[N:57])=[O:48])=[CH:42][CH:41]=[CH:40][C:38]=2[CH:39]=1, predict the reactants needed to synthesize it. The reactants are: [Cl:1][C:2]1[CH:3]=[C:4]([CH:26]=[CH:27][C:28]=1[F:29])[CH2:5][C:6]1[S:7][C:8]2[C:14]([C:15]3[CH:16]=[C:17]([CH:23]=[CH:24][CH:25]=3)[C:18]([O:20]CC)=[O:19])=[CH:13][CH:12]=[CH:11][C:9]=2[CH:10]=1.[Cl:30][C:31]1[CH:32]=[C:33]([CH:53]=[CH:54][C:55]=1[F:56])[CH2:34][C:35]1[S:36][C:37]2[C:43]([C:44]3[CH:45]=[C:46]([CH:50]=[CH:51][CH:52]=3)[C:47](O)=[O:48])=[CH:42][CH:41]=[CH:40][C:38]=2[CH:39]=1.[NH2:57][CH2:58][CH2:59][C:60]#[N:61].